Regression. Given a peptide amino acid sequence and an MHC pseudo amino acid sequence, predict their binding affinity value. This is MHC class II binding data. From a dataset of Peptide-MHC class II binding affinity with 134,281 pairs from IEDB. The peptide sequence is YEDAKSPLTASKLTY. The MHC is DRB1_0701 with pseudo-sequence DRB1_0701. The binding affinity (normalized) is 0.514.